Dataset: Peptide-MHC class I binding affinity with 185,985 pairs from IEDB/IMGT. Task: Regression. Given a peptide amino acid sequence and an MHC pseudo amino acid sequence, predict their binding affinity value. This is MHC class I binding data. The peptide sequence is YRFRFRSVY. The MHC is HLA-A02:06 with pseudo-sequence HLA-A02:06. The binding affinity (normalized) is 0.0847.